From a dataset of HIV replication inhibition screening data with 41,000+ compounds from the AIDS Antiviral Screen. Binary Classification. Given a drug SMILES string, predict its activity (active/inactive) in a high-throughput screening assay against a specified biological target. The molecule is Nc1cc(-c2ccccc2)nn1-c1nsc2ccccc12. The result is 0 (inactive).